The task is: Predict the product of the given reaction.. This data is from Forward reaction prediction with 1.9M reactions from USPTO patents (1976-2016). (1) Given the reactants [S:1](Cl)([CH3:4])(=[O:3])=[O:2].[OH:6][C@@H:7]1[CH2:24][C@@:22]2([CH3:23])[C@@H:18]([C@@H:19]3[CH2:26][C@@H:20]3[C:21]2=[O:25])[C@H:17]2[C@H:8]1[C@:9]1([CH3:28])[C:14]([CH2:15][CH2:16]2)=[CH:13][C:12](=[O:27])[CH2:11][CH2:10]1, predict the reaction product. The product is: [S:1]([O:6][C@@H:7]1[CH2:24][C@@:22]2([CH3:23])[C@@H:18]([C@@H:19]3[CH2:26][C@@H:20]3[C:21]2=[O:25])[C@H:17]2[C@H:8]1[C@:9]1([CH3:28])[C:14]([CH2:15][CH2:16]2)=[CH:13][C:12](=[O:27])[CH2:11][CH2:10]1)([CH3:4])(=[O:3])=[O:2]. (2) Given the reactants C(N(CC)CC)C.[Cl:8][C:9]1[CH:17]=[CH:16][C:12]([C:13](O)=[O:14])=[CH:11][C:10]=1[NH:18][C:19]([C:21]1[C:22](=[O:33])[NH:23][C:24]2[C:29]([CH:30]=1)=[CH:28][N:27]=[C:26]([O:31][CH3:32])[CH:25]=2)=[O:20].CN(C(ON1N=NC2C=CC=NC1=2)=[N+](C)C)C.F[P-](F)(F)(F)(F)F.[CH2:58]([NH2:65])[C:59]1[CH:64]=[CH:63][CH:62]=[CH:61][CH:60]=1, predict the reaction product. The product is: [CH2:58]([NH:65][C:13]([C:12]1[CH:16]=[CH:17][C:9]([Cl:8])=[C:10]([NH:18][C:19]([C:21]2[C:22](=[O:33])[NH:23][C:24]3[C:29]([CH:30]=2)=[CH:28][N:27]=[C:26]([O:31][CH3:32])[CH:25]=3)=[O:20])[CH:11]=1)=[O:14])[C:59]1[CH:64]=[CH:63][CH:62]=[CH:61][CH:60]=1. (3) Given the reactants I[C:2]1[CH:3]=[CH:4][C:5]2[N:9]=[C:8]([CH2:10][NH:11][C:12](=[O:18])[O:13][C:14]([CH3:17])([CH3:16])[CH3:15])[NH:7][C:6]=2[CH:19]=1.C(OCC)(=O)C.C(=O)([O-])O.[Na+].[CH3:31][Si:32]([C:35]#[CH:36])([CH3:34])[CH3:33], predict the reaction product. The product is: [CH3:31][Si:32]([C:35]#[C:36][C:2]1[CH:3]=[CH:4][C:5]2[N:9]=[C:8]([CH2:10][NH:11][C:12](=[O:18])[O:13][C:14]([CH3:17])([CH3:16])[CH3:15])[NH:7][C:6]=2[CH:19]=1)([CH3:34])[CH3:33]. (4) Given the reactants [F:1][C:2]([F:18])([F:17])[CH:3]1[CH2:8][CH2:7][N:6]([C:9]2[N:14]=[CH:13][N:12]=[C:11]([CH2:15][NH2:16])[CH:10]=2)[CH2:5][CH2:4]1.[F:19][C:20]1[CH:25]=[CH:24][C:23]([S:26]([N:29]([CH2:33][C:34](O)=[O:35])[CH:30]([CH3:32])[CH3:31])(=[O:28])=[O:27])=[CH:22][CH:21]=1.CN(C(ON1N=NC2C=CC=NC1=2)=[N+](C)C)C.F[P-](F)(F)(F)(F)F.CCN(C(C)C)C(C)C, predict the reaction product. The product is: [F:19][C:20]1[CH:21]=[CH:22][C:23]([S:26]([N:29]([CH2:33][C:34]([NH:16][CH2:15][C:11]2[CH:10]=[C:9]([N:6]3[CH2:7][CH2:8][CH:3]([C:2]([F:17])([F:1])[F:18])[CH2:4][CH2:5]3)[N:14]=[CH:13][N:12]=2)=[O:35])[CH:30]([CH3:31])[CH3:32])(=[O:27])=[O:28])=[CH:24][CH:25]=1. (5) Given the reactants [Br:1][C:2]1[CH:7]=[C:6]([CH2:8]Cl)[CH:5]=[CH:4][C:3]=1[O:10][CH2:11][C:12]([F:15])([F:14])[F:13].[Na+].[I-].[CH3:18][CH2:19][SH:20].O, predict the reaction product. The product is: [Br:1][C:2]1[CH:7]=[C:6]([CH2:8][S:20][CH2:19][CH3:18])[CH:5]=[CH:4][C:3]=1[O:10][CH2:11][C:12]([F:15])([F:14])[F:13].